From a dataset of Full USPTO retrosynthesis dataset with 1.9M reactions from patents (1976-2016). Predict the reactants needed to synthesize the given product. (1) Given the product [F:1][C:2]1[CH:7]=[CH:6][CH:5]=[C:4]([F:8])[C:3]=1[N:9]1[C:14]2[N:15]=[C:16]([NH:48][CH:46]3[CH2:47][C:42]([CH3:51])([CH3:41])[NH:43][C:44]([CH3:50])([CH3:49])[CH2:45]3)[N:17]=[C:18]([C:19]3[CH:20]=[C:21]([CH:25]=[CH:26][C:27]=3[CH3:28])[C:22]([NH:40][CH2:39][CH2:38][C:32]3[CH:37]=[CH:36][CH:35]=[CH:34][CH:33]=3)=[O:24])[C:13]=2[CH:12]=[CH:11][C:10]1=[O:31], predict the reactants needed to synthesize it. The reactants are: [F:1][C:2]1[CH:7]=[CH:6][CH:5]=[C:4]([F:8])[C:3]=1[N:9]1[C:14]2[N:15]=[C:16](SC)[N:17]=[C:18]([C:19]3[CH:20]=[C:21]([CH:25]=[CH:26][C:27]=3[CH3:28])[C:22]([OH:24])=O)[C:13]=2[CH:12]=[CH:11][C:10]1=[O:31].[C:32]1([CH2:38][CH2:39][NH2:40])[CH:37]=[CH:36][CH:35]=[CH:34][CH:33]=1.[CH3:41][C:42]1([CH3:51])[CH2:47][CH:46]([NH2:48])[CH2:45][C:44]([CH3:50])([CH3:49])[NH:43]1. (2) Given the product [CH2:1]([O:8][C:9]1[CH:17]=[CH:16][C:15]([Br:18])=[CH:14][C:10]=1[CH2:11][N:12]([CH3:13])[C:19](=[O:27])[CH2:20][CH2:21][CH2:22][CH2:23][CH2:24][CH2:25][CH3:26])[C:2]1[CH:3]=[CH:4][CH:5]=[CH:6][CH:7]=1, predict the reactants needed to synthesize it. The reactants are: [CH2:1]([O:8][C:9]1[CH:17]=[CH:16][C:15]([Br:18])=[CH:14][C:10]=1[CH2:11][NH:12][CH3:13])[C:2]1[CH:7]=[CH:6][CH:5]=[CH:4][CH:3]=1.[C:19](Cl)(=[O:27])[CH2:20][CH2:21][CH2:22][CH2:23][CH2:24][CH2:25][CH3:26].